Dataset: Forward reaction prediction with 1.9M reactions from USPTO patents (1976-2016). Task: Predict the product of the given reaction. (1) Given the reactants [CH3:1][O:2][C:3]1[CH:4]=[C:5]([CH:16]=[C:17]([N+:19]([O-])=O)[CH:18]=1)[O:6][CH2:7][CH2:8][O:9][CH2:10][CH2:11][O:12][CH2:13][CH2:14][OH:15].[Cl-].[NH4+], predict the reaction product. The product is: [NH2:19][C:17]1[CH:16]=[C:5]([CH:4]=[C:3]([O:2][CH3:1])[CH:18]=1)[O:6][CH2:7][CH2:8][O:9][CH2:10][CH2:11][O:12][CH2:13][CH2:14][OH:15]. (2) Given the reactants [CH2:1]([O:8][C:9]([NH:11][C@@H:12]([CH2:16][CH2:17][CH2:18][CH2:19][NH:20][C:21]([O:23][C:24]([CH3:27])([CH3:26])[CH3:25])=[O:22])[C:13]([OH:15])=O)=[O:10])[C:2]1[CH:7]=[CH:6][CH:5]=[CH:4][CH:3]=1.CN(C(ON1N=NC2C=CC=CC1=2)=[N+](C)C)C.[B-](F)(F)(F)F.C1C=CC2N(O)N=NC=2C=1.CCN(C(C)C)C(C)C.O[N:70]=[C:71]([C:73]1[CH:78]=[CH:77][C:76]([C:79]2[CH:84]=[CH:83][CH:82]=[CH:81][CH:80]=2)=[CH:75][CH:74]=1)[NH2:72], predict the reaction product. The product is: [CH2:1]([O:8][C:9]([NH:11][C@H:12]([C:13]1[O:15][N:72]=[C:71]([C:73]2[CH:78]=[CH:77][C:76]([C:79]3[CH:80]=[CH:81][CH:82]=[CH:83][CH:84]=3)=[CH:75][CH:74]=2)[N:70]=1)[CH2:16][CH2:17][CH2:18][CH2:19][NH:20][C:21](=[O:22])[O:23][C:24]([CH3:27])([CH3:26])[CH3:25])=[O:10])[C:2]1[CH:3]=[CH:4][CH:5]=[CH:6][CH:7]=1. (3) Given the reactants [Br:1][C:2]1[CH:8]=[C:7]([Cl:9])[CH:6]=[CH:5][C:3]=1[NH2:4].[C:10]1(=O)[CH2:14][CH2:13][CH2:12][CH2:11]1, predict the reaction product. The product is: [Br:1][C:2]1[CH:8]=[C:7]([Cl:9])[CH:6]=[CH:5][C:3]=1[NH:4][CH:10]1[CH2:14][CH2:13][CH2:12][CH2:11]1.